From a dataset of Reaction yield outcomes from USPTO patents with 853,638 reactions. Predict the reaction yield, written as a fraction of the theoretical maximum amount of product (1.0 means a 100% yield; for example, 0.34 means a 34% yield). (1) The reactants are [Cl:1][C:2]1[CH:7]=[CH:6][C:5]([Cl:8])=[CH:4][C:3]=1[OH:9].Cl[C:11]1[CH:18]=[CH:17][C:14]([C:15]#[N:16])=[CH:13][C:12]=1[N+:19]([O-:21])=[O:20].C([O-])([O-])=O.[K+].[K+]. The catalyst is C1COCC1. The product is [Cl:1][C:2]1[CH:7]=[CH:6][C:5]([Cl:8])=[CH:4][C:3]=1[O:9][C:11]1[CH:18]=[CH:17][C:14]([C:15]#[N:16])=[CH:13][C:12]=1[N+:19]([O-:21])=[O:20]. The yield is 0.817. (2) The yield is 0.720. The product is [CH3:3][C:4]1([CH3:34])[CH2:32][C:8]2[C:9]([C:18]3[CH:19]=[C:20]([NH:24][C:25](=[O:31])[C:26]([OH:28])=[O:27])[CH:21]=[CH:22][CH:23]=3)=[C:10]([N:12]3[CH2:17][CH2:16][O:15][CH2:14][CH2:13]3)[S:11][C:7]=2[C:6](=[O:33])[CH2:5]1. The catalyst is C1COCC1.O. The reactants are [OH-].[Na+].[CH3:3][C:4]1([CH3:34])[CH2:32][C:8]2[C:9]([C:18]3[CH:19]=[C:20]([NH:24][C:25](=[O:31])[C:26]([O:28]CC)=[O:27])[CH:21]=[CH:22][CH:23]=3)=[C:10]([N:12]3[CH2:17][CH2:16][O:15][CH2:14][CH2:13]3)[S:11][C:7]=2[C:6](=[O:33])[CH2:5]1. (3) The reactants are [Li][CH2:2][CH2:3][CH2:4][CH3:5].C([O:8][C:9](=[O:26])[CH:10]([C:15]1[CH:20]=[C:19](F)[C:18]([N+:22]([O-:24])=[O:23])=[CH:17][C:16]=1[F:25])[CH2:11][CH:12]([CH3:14])[CH3:13])C.O.[CH:28]1([CH2:31][OH:32])[CH2:30][CH2:29]1. No catalyst specified. The product is [CH:4]1([CH2:5][O:8][C:9](=[O:26])[CH:10]([C:15]2[CH:20]=[C:19]([O:32][CH2:31][CH:28]3[CH2:30][CH2:29]3)[C:18]([N+:22]([O-:24])=[O:23])=[CH:17][C:16]=2[F:25])[CH2:11][CH:12]([CH3:13])[CH3:14])[CH2:2][CH2:3]1. The yield is 0.810. (4) The reactants are [Cl:1][C:2]1[CH:3]=[C:4]([CH:9]2[CH2:13][N:12]([C:14]([N:16]3[CH2:21][CH2:20][N:19]([S:22]([CH3:25])(=[O:24])=[O:23])[CH2:18][CH2:17]3)=[O:15])[CH2:11][CH:10]2[C:26](=O)[CH3:27])[CH:5]=[CH:6][C:7]=1[Cl:8].Cl.[NH2:30][OH:31].C([O-])(=O)C.[Na+].O. The catalyst is C(O)C. The product is [Cl:1][C:2]1[CH:3]=[C:4]([CH:9]2[CH2:13][N:12]([C:14]([N:16]3[CH2:21][CH2:20][N:19]([S:22]([CH3:25])(=[O:24])=[O:23])[CH2:18][CH2:17]3)=[O:15])[CH2:11][CH:10]2[C:26](=[N:30][OH:31])[CH3:27])[CH:5]=[CH:6][C:7]=1[Cl:8]. The yield is 0.820. (5) The reactants are [CH:1]([C:3]1([C:9]([O:11][CH2:12][CH3:13])=[O:10])[CH2:8][CH2:7][NH:6][CH2:5][CH2:4]1)=[CH2:2].[CH3:14][S:15](Cl)(=[O:17])=[O:16]. The catalyst is C(Cl)Cl. The product is [CH3:14][S:15]([N:6]1[CH2:5][CH2:4][C:3]([CH:1]=[CH2:2])([C:9]([O:11][CH2:12][CH3:13])=[O:10])[CH2:8][CH2:7]1)(=[O:17])=[O:16]. The yield is 0.980. (6) The reactants are [CH3:1][CH:2]([CH3:14])[CH:3](O)[CH2:4][CH2:5][NH:6][C:7]1[CH:12]=[CH:11][CH:10]=[CH:9][CH:8]=1.[OH-].[Na+]. The catalyst is OS(O)(=O)=O. The product is [CH3:1][C:2]1([CH3:14])[CH2:3][CH2:4][CH2:5][NH:6][C:7]2[CH:12]=[CH:11][CH:10]=[CH:9][C:8]1=2. The yield is 0.0800. (7) The reactants are S(Cl)([Cl:3])=O.O[C@@H:6]([CH2:10][C:11]1[CH:16]=[CH:15][CH:14]=[CH:13][CH:12]=1)[C:7]([OH:9])=[O:8].N1C=CC=CC=1.O. The catalyst is C(COC)OC. The product is [Cl:3][C@H:6]([CH2:10][C:11]1[CH:16]=[CH:15][CH:14]=[CH:13][CH:12]=1)[C:7]([OH:9])=[O:8]. The yield is 0.610. (8) The reactants are [CH:1]([C:3]1[CH:4]=[C:5]([C:11]2[CH:12]=[N:13][N:14]3[C:19]([C:20]4[CH:21]=[C:22]([NH:26][C:27](=[O:38])[C:28]5[CH:33]=[CH:32][CH:31]=[C:30]([C:34]([F:37])([F:36])[F:35])[CH:29]=5)[CH:23]=[CH:24][CH:25]=4)=[CH:18][CH:17]=[N:16][C:15]=23)[CH:6]=[C:7]([CH:9]=O)[CH:8]=1)=O.[CH3:39][NH:40][CH3:41].[C:42](O)(=O)C.[C:46]([BH3-])#[N:47].[Na+]. The catalyst is CO. The product is [CH3:39][N:40]([CH2:9][C:7]1[CH:6]=[C:5]([C:11]2[CH:12]=[N:13][N:14]3[C:19]([C:20]4[CH:21]=[C:22]([NH:26][C:27](=[O:38])[C:28]5[CH:33]=[CH:32][CH:31]=[C:30]([C:34]([F:36])([F:37])[F:35])[CH:29]=5)[CH:23]=[CH:24][CH:25]=4)=[CH:18][CH:17]=[N:16][C:15]=23)[CH:4]=[C:3]([CH2:1][N:47]([CH3:46])[CH3:42])[CH:8]=1)[CH3:41]. The yield is 0.220.